From a dataset of Full USPTO retrosynthesis dataset with 1.9M reactions from patents (1976-2016). Predict the reactants needed to synthesize the given product. (1) Given the product [CH3:1][C:2]1[CH:7]=[C:6]([CH3:8])[N:5]=[C:4]([C:9]2([NH2:10])[CH2:12][CH2:11]2)[N:3]=1, predict the reactants needed to synthesize it. The reactants are: [CH3:1][C:2]1[CH:7]=[C:6]([CH3:8])[N:5]=[C:4]([C:9]#[N:10])[N:3]=1.[CH2:11]([Mg]Br)[CH3:12].B(F)(F)F.CCOCC.O. (2) Given the product [O:51]1[C:47]2[CH:46]=[CH:45][CH:53]=[C:52]([N:22]3[CH:30]=[CH:25][CH:26]=[CH:27][C:23]3=[O:32])[C:48]=2[O:49][CH2:50]1, predict the reactants needed to synthesize it. The reactants are: C1CCOCCOCOOCCOCCOCC1.[F-].[K+].C[N:22]1[C:30]2[C:25](=[CH:26][CH:27]=CC=2)C(=O)[C:23]1=[O:32].N1C=CC=CC=1.FC(F)(F)S(O[C:45]1[C:53]([Si](C)(C)C)=[CH:52][C:48]2[O:49][CH2:50][O:51][C:47]=2[CH:46]=1)(=O)=O. (3) Given the product [CH3:1][O:2][C:3]1[CH:4]=[C:5]([S:11][C:12]2[CH:19]=[CH:18][CH:17]=[CH:16][C:13]=2[CH2:14][C:20]#[N:21])[CH:6]=[C:7]([O:9][CH3:10])[CH:8]=1, predict the reactants needed to synthesize it. The reactants are: [CH3:1][O:2][C:3]1[CH:4]=[C:5]([S:11][C:12]2[CH:19]=[CH:18][CH:17]=[CH:16][C:13]=2[CH2:14]Br)[CH:6]=[C:7]([O:9][CH3:10])[CH:8]=1.[C-:20]#[N:21].[Na+]. (4) Given the product [Br:12][C:13]1[CH:14]=[N:15][C:16]([C:5]#[N:6])=[N:17][CH:18]=1, predict the reactants needed to synthesize it. The reactants are: [C-]#N.[Na+].C1N2CC[N:6](CC2)[CH2:5]1.[Br:12][C:13]1[CH:14]=[N:15][C:16](Cl)=[N:17][CH:18]=1.